This data is from Forward reaction prediction with 1.9M reactions from USPTO patents (1976-2016). The task is: Predict the product of the given reaction. (1) Given the reactants [Cl:1][C:2]1[CH:7]=[CH:6][N:5]2[C:8](I)=[C:9]([CH2:11][CH3:12])[N:10]=[C:4]2[CH:3]=1.[F:14][C:15]1[CH:16]=[CH:17][C:18]2=[C:19]([CH:35]=1)[O:20][CH2:21][C:22]1[CH:32]=[C:31]([CH:33]=[O:34])[CH:30]=[CH:29][C:23]=1/[C:24]/2=[C:25](/[CH3:28])\[C:26]#[N:27], predict the reaction product. The product is: [F:14][C:15]1[CH:16]=[CH:17][C:18]2=[C:19]([CH:35]=1)[O:20][CH2:21][C:22]1[CH:32]=[C:31]([CH:33]([C:8]3[N:5]4[CH:6]=[CH:7][C:2]([Cl:1])=[CH:3][C:4]4=[N:10][C:9]=3[CH2:11][CH3:12])[OH:34])[CH:30]=[CH:29][C:23]=1/[C:24]/2=[C:25](/[CH3:28])\[C:26]#[N:27]. (2) Given the reactants C(OC([N:8]1[CH2:13][CH2:12][N:11]([S:14]([C:17]2[CH:22]=[CH:21][C:20]([O:23][C:24]([F:27])([F:26])[F:25])=[CH:19][CH:18]=2)(=[O:16])=[O:15])[CH2:10][CH2:9]1)=O)(C)(C)C.C(O)(C(F)(F)F)=O, predict the reaction product. The product is: [F:27][C:24]([F:25])([F:26])[O:23][C:20]1[CH:21]=[CH:22][C:17]([S:14]([N:11]2[CH2:10][CH2:9][NH:8][CH2:13][CH2:12]2)(=[O:16])=[O:15])=[CH:18][CH:19]=1. (3) The product is: [CH3:1][NH:2][N:3]1[CH2:8][CH2:7][N:6]([S:9]([C:12]2[CH:17]=[CH:16][CH:15]=[CH:14][C:13]=2[N+:18]([O-:20])=[O:19])(=[O:10])=[O:11])[CH2:5][CH2:4]1. Given the reactants [CH2:1]=[N:2][N:3]1[CH2:8][CH2:7][N:6]([S:9]([C:12]2[CH:17]=[CH:16][CH:15]=[CH:14][C:13]=2[N+:18]([O-:20])=[O:19])(=[O:11])=[O:10])[CH2:5][CH2:4]1.C([BH3-])#N.[Na+].[OH-].[Na+], predict the reaction product. (4) Given the reactants CS([C:4]1[O:5][C:6]2[CH:12]=[C:11]([O:13][C:14]3[CH:19]=[CH:18][N:17]=[C:16]([C:20]([NH:22][CH3:23])=[O:21])[CH:15]=3)[CH:10]=[CH:9][C:7]=2[N:8]=1)=O.[NH2:24][C@H:25]1[C:33]2[C:28](=[CH:29][CH:30]=[CH:31][CH:32]=2)[CH2:27][C@H:26]1[OH:34], predict the reaction product. The product is: [CH3:23][NH:22][C:20]([C:16]1[CH:15]=[C:14]([O:13][C:11]2[CH:10]=[CH:9][C:7]3[N:8]=[C:4]([NH:24][C@H:25]4[C:33]5[C:28](=[CH:29][CH:30]=[CH:31][CH:32]=5)[CH2:27][C@H:26]4[OH:34])[O:5][C:6]=3[CH:12]=2)[CH:19]=[CH:18][N:17]=1)=[O:21]. (5) Given the reactants [Cl:1][C:2]1[C:9]([O:10][CH3:11])=[CH:8][CH:7]=[CH:6][C:3]=1[CH:4]=O.C[CH:13]([S:17][CH:18](S(C)=O)C)[S:14]([CH3:16])=[O:15].CO, predict the reaction product. The product is: [Cl:1][C:2]1[C:9]([O:10][CH3:11])=[CH:8][CH:7]=[CH:6][C:3]=1/[CH:4]=[C:13](/[S:14]([CH3:16])=[O:15])\[S:17][CH3:18]. (6) Given the reactants [C:1]1([C:7]2[O:8][C:9]([C:38](F)(F)F)=[C:10]([C:12]([NH:14][C:15]3[CH:20]=[CH:19][C:18]([C:21]4[S:25][C:24]([CH:26]5[CH2:31][CH2:30][CH:29]([CH2:32][C:33]([O:35][CH2:36][CH3:37])=[O:34])[CH2:28][CH2:27]5)=[N:23][CH:22]=4)=[CH:17][CH:16]=3)=[O:13])[N:11]=2)[CH:6]=[CH:5][CH:4]=[CH:3][CH:2]=1.NC1C=CC(C2SC(C3CCC(CC(OCC)=O)CC3)=NC=2)=CC=1.CC1OC(C2C=CC=CC=2)=NC=1C(O)=O, predict the reaction product. The product is: [CH3:38][C:9]1[O:8][C:7]([C:1]2[CH:2]=[CH:3][CH:4]=[CH:5][CH:6]=2)=[N:11][C:10]=1[C:12]([NH:14][C:15]1[CH:20]=[CH:19][C:18]([C:21]2[S:25][C:24]([CH:26]3[CH2:31][CH2:30][CH:29]([CH2:32][C:33]([O:35][CH2:36][CH3:37])=[O:34])[CH2:28][CH2:27]3)=[N:23][CH:22]=2)=[CH:17][CH:16]=1)=[O:13]. (7) Given the reactants C([C:5]1[CH:10]=[C:9]([C:11]2[CH:37]=[CH:36][C:14]3[N:15]([CH2:18][C:19]4[CH:35]=[CH:34][C:22]5[N:23]=[C:24]([NH:26][C@@H:27]6[CH2:32][CH2:31][CH2:30][CH2:29][C@H:28]6[OH:33])[S:25][C:21]=5[CH:20]=4)[CH:16]=[N:17][C:13]=3[CH:12]=2)[CH2:8][CH2:7][N:6]=1)(C)(C)C.Cl, predict the reaction product. The product is: [NH:6]1[CH2:7][CH:8]=[C:9]([C:11]2[CH:37]=[CH:36][C:14]3[N:15]([CH2:18][C:19]4[CH:35]=[CH:34][C:22]5[N:23]=[C:24]([NH:26][C@@H:27]6[CH2:32][CH2:31][CH2:30][CH2:29][C@H:28]6[OH:33])[S:25][C:21]=5[CH:20]=4)[CH:16]=[N:17][C:13]=3[CH:12]=2)[CH2:10][CH2:5]1. (8) Given the reactants [C:1]([O:5][C:6]([N:8]1[CH2:13][CH2:12][C:11](=[CH2:14])[CH2:10][C@H:9]1[C:15]([O:17][CH2:18][C:19]1[CH:24]=[CH:23][CH:22]=[CH:21][CH:20]=1)=[O:16])=[O:7])([CH3:4])([CH3:3])[CH3:2].[N+](=[CH2:27])=[N-], predict the reaction product. The product is: [C:1]([O:5][C:6]([N:8]1[CH2:13][CH2:12][C:11]2([CH2:27][CH2:14]2)[CH2:10][C@H:9]1[C:15]([O:17][CH2:18][C:19]1[CH:20]=[CH:21][CH:22]=[CH:23][CH:24]=1)=[O:16])=[O:7])([CH3:4])([CH3:2])[CH3:3]. (9) Given the reactants [N-:1]=[N+:2]=[N-:3].[Na+].[Cl-].[NH4+].[F:7][C:8]1[CH:36]=[CH:35][CH:34]=[C:33]([F:37])[C:9]=1[CH2:10][O:11][C:12]1[C:13]2[N:14]([C:19]([C:23]3[CH:24]=[N:25][N:26]([CH2:28][CH2:29][CH2:30][C:31]#[N:32])[CH:27]=3)=[C:20]([CH3:22])[N:21]=2)[CH:15]=[C:16]([CH3:18])[CH:17]=1.O.C(O)(C(F)(F)F)=O, predict the reaction product. The product is: [F:37][C:33]1[CH:34]=[CH:35][CH:36]=[C:8]([F:7])[C:9]=1[CH2:10][O:11][C:12]1[C:13]2[N:14]([C:19]([C:23]3[CH:24]=[N:25][N:26]([CH2:28][CH2:29][CH2:30][C:31]4[NH:32][N:3]=[N:2][N:1]=4)[CH:27]=3)=[C:20]([CH3:22])[N:21]=2)[CH:15]=[C:16]([CH3:18])[CH:17]=1. (10) Given the reactants [CH3:1][O:2][C:3]([C:5]1([C:11]2[CH:16]=[CH:15][C:14]([NH2:17])=[C:13](Br)[CH:12]=2)[CH2:10][CH2:9][O:8][CH2:7][CH2:6]1)=[O:4].[C:19]1(B2OC(C)(C)C(C)(C)O2)[CH2:24][CH2:23][CH2:22][CH2:21][CH:20]=1, predict the reaction product. The product is: [CH3:1][O:2][C:3]([C:5]1([C:11]2[CH:16]=[CH:15][C:14]([NH2:17])=[C:13]([C:19]3[CH2:24][CH2:23][CH2:22][CH2:21][CH:20]=3)[CH:12]=2)[CH2:10][CH2:9][O:8][CH2:7][CH2:6]1)=[O:4].